From a dataset of Peptide-MHC class I binding affinity with 185,985 pairs from IEDB/IMGT. Regression. Given a peptide amino acid sequence and an MHC pseudo amino acid sequence, predict their binding affinity value. This is MHC class I binding data. (1) The peptide sequence is GMIPFFDFA. The MHC is HLA-A26:01 with pseudo-sequence HLA-A26:01. The binding affinity (normalized) is 0.0847. (2) The peptide sequence is KYRLKHIVW. The MHC is HLA-B44:02 with pseudo-sequence HLA-B44:02. The binding affinity (normalized) is 0. (3) The peptide sequence is MHTMIRKAI. The MHC is Mamu-B17 with pseudo-sequence Mamu-B17. The binding affinity (normalized) is 0.673. (4) The peptide sequence is LSNGASLTIK. The MHC is HLA-A31:01 with pseudo-sequence HLA-A31:01. The binding affinity (normalized) is 0.311.